This data is from Reaction yield outcomes from USPTO patents with 853,638 reactions. The task is: Predict the reaction yield, written as a fraction of the theoretical maximum amount of product (1.0 means a 100% yield; for example, 0.34 means a 34% yield). (1) The reactants are CS(Cl)(=O)=O.[N:6]1[C:15]2[C:10](=[CH:11][C:12]([CH2:16][N:17]3[C:21]4=[N:22][C:23]([C:26]5[CH:27]=[N:28][N:29]([CH2:31][CH2:32]O)[CH:30]=5)=[CH:24][CH:25]=[C:20]4[N:19]=[N:18]3)=[CH:13][CH:14]=2)[CH:9]=[CH:8][CH:7]=1.C(N(CC)CC)C.[F-:41].[Cs+]. The catalyst is ClCCl.O.C(O)(C)(C)C. The product is [F:41][CH2:32][CH2:31][N:29]1[CH:30]=[C:26]([C:23]2[N:22]=[C:21]3[N:17]([CH2:16][C:12]4[CH:11]=[C:10]5[C:15](=[CH:14][CH:13]=4)[N:6]=[CH:7][CH:8]=[CH:9]5)[N:18]=[N:19][C:20]3=[CH:25][CH:24]=2)[CH:27]=[N:28]1. The yield is 0.100. (2) The reactants are F[C:2]1[C:7]([C:8]2[N:16]=[CH:15][N:14]=[C:13]3[C:9]=2[N:10]=[CH:11][N:12]3C2CCCCO2)=[CH:6][CH:5]=[CH:4][N:3]=1.[NH:23]1[C:31]2[CH:30]=[CH:29][CH:28]=[C:27]([NH2:32])[C:26]=2[CH:25]=[CH:24]1.Cl. The catalyst is CCO.C(Cl)Cl.N.CO. The product is [N:16]1[C:8]([C:7]2[C:2]([NH:32][C:27]3[C:26]4[CH:25]=[CH:24][NH:23][C:31]=4[CH:30]=[CH:29][CH:28]=3)=[N:3][CH:4]=[CH:5][CH:6]=2)=[C:9]2[C:13]([NH:12][CH:11]=[N:10]2)=[N:14][CH:15]=1. The yield is 0.0500. (3) The reactants are Br[C:2]1[CH:11]=[CH:10][CH:9]=[C:8]2[C:3]=1[CH:4]=[CH:5][N:6]=[CH:7]2.[CH3:12][O:13][CH:14]1[CH2:19][CH2:18][NH:17][CH2:16][CH2:15]1.C(O[Na])(C)(C)C. The catalyst is C1C=CC(/C=C/C(/C=C/C2C=CC=CC=2)=O)=CC=1.C1C=CC(/C=C/C(/C=C/C2C=CC=CC=2)=O)=CC=1.C1C=CC(/C=C/C(/C=C/C2C=CC=CC=2)=O)=CC=1.[Pd].[Pd].C1C=CC(P(C2C(C3C(P(C4C=CC=CC=4)C4C=CC=CC=4)=CC=C4C=3C=CC=C4)=C3C(C=CC=C3)=CC=2)C2C=CC=CC=2)=CC=1. The product is [CH3:12][O:13][CH:14]1[CH2:19][CH2:18][N:17]([C:2]2[CH:11]=[CH:10][CH:9]=[C:8]3[C:3]=2[CH:4]=[CH:5][N:6]=[CH:7]3)[CH2:16][CH2:15]1. The yield is 0.524. (4) The reactants are [F:1][C:2]1[CH:7]=[C:6]([F:8])[CH:5]=[CH:4][C:3]=1[S:9]([NH:12][C:13]1[C:14]([O:29][CH3:30])=[N:15][CH:16]=[C:17]([C:19]2[CH:24]=[CH:23][N:22]3[N:25]=[CH:26][C:27](I)=[C:21]3[CH:20]=2)[CH:18]=1)(=[O:11])=[O:10].[CH3:31][C:32]([OH:36])([C:34]#[CH:35])[CH3:33].C(N(C(C)C)CC)(C)C. The catalyst is CN(C=O)C.Cl[Pd](Cl)([P](C1C=CC=CC=1)(C1C=CC=CC=1)C1C=CC=CC=1)[P](C1C=CC=CC=1)(C1C=CC=CC=1)C1C=CC=CC=1.[Cu]I. The product is [F:1][C:2]1[CH:7]=[C:6]([F:8])[CH:5]=[CH:4][C:3]=1[S:9]([NH:12][C:13]1[C:14]([O:29][CH3:30])=[N:15][CH:16]=[C:17]([C:19]2[CH:24]=[CH:23][N:22]3[N:25]=[CH:26][C:27]([C:35]#[C:34][C:32]([OH:36])([CH3:33])[CH3:31])=[C:21]3[CH:20]=2)[CH:18]=1)(=[O:11])=[O:10]. The yield is 0.460.